From a dataset of Retrosynthesis with 50K atom-mapped reactions and 10 reaction types from USPTO. Predict the reactants needed to synthesize the given product. (1) Given the product OCc1nc(C2CCCCCC2)cs1, predict the reactants needed to synthesize it. The reactants are: CCOC(=O)c1nc(C2CCCCCC2)cs1. (2) Given the product NC(=O)COC(=O)c1c(Cl)ccc(Cl)c1Cl, predict the reactants needed to synthesize it. The reactants are: NC(=O)CCl.O=C(O)c1c(Cl)ccc(Cl)c1Cl. (3) Given the product c1ccc2c(c1)C1CNCC2C1, predict the reactants needed to synthesize it. The reactants are: O=C1NCC2CC1c1ccccc12.